Dataset: Full USPTO retrosynthesis dataset with 1.9M reactions from patents (1976-2016). Task: Predict the reactants needed to synthesize the given product. (1) Given the product [CH3:1][O:2][C:3]1[CH:4]=[C:5]([C:9]2[N:10]=[C:11]([CH:14]3[O:19][CH2:18][CH2:17][NH:16][CH2:15]3)[NH:12][CH:13]=2)[CH:6]=[CH:7][CH:8]=1, predict the reactants needed to synthesize it. The reactants are: [CH3:1][O:2][C:3]1[CH:4]=[C:5]([C:9]2[N:10]=[C:11]([CH:14]3[O:19][CH2:18][CH2:17][N:16](CC4C=CC=CC=4)[CH2:15]3)[NH:12][CH:13]=2)[CH:6]=[CH:7][CH:8]=1.Cl. (2) The reactants are: [CH3:1][O:2][C:3](=[O:11])[C:4]1[CH:9]=[CH:8][CH:7]=[C:6]([NH2:10])[CH:5]=1.[CH3:12][O:13][C:14]1[CH:19]=[C:18]([O:20][CH3:21])[CH:17]=[CH:16][C:15]=1[C:22]1[CH:27]=[CH:26][CH:25]=[C:24]([C:28](Cl)=[O:29])[CH:23]=1. Given the product [CH3:1][O:2][C:3](=[O:11])[C:4]1[CH:9]=[CH:8][CH:7]=[C:6]([NH:10][C:28]([C:24]2[CH:23]=[C:22]([C:15]3[CH:16]=[CH:17][C:18]([O:20][CH3:21])=[CH:19][C:14]=3[O:13][CH3:12])[CH:27]=[CH:26][CH:25]=2)=[O:29])[CH:5]=1, predict the reactants needed to synthesize it. (3) Given the product [CH3:1][N:2]([CH3:10])[C:3]1[CH:8]=[CH:7][N:6]2[CH:12]=[C:13]([C:15]3[CH:24]=[CH:23][C:18]([C:19]([O:21][CH3:22])=[O:20])=[CH:17][CH:16]=3)[N:9]=[C:5]2[CH:4]=1, predict the reactants needed to synthesize it. The reactants are: [CH3:1][N:2]([CH3:10])[C:3]1[CH:8]=[CH:7][N:6]=[C:5]([NH2:9])[CH:4]=1.Br[CH2:12][C:13]([C:15]1[CH:24]=[CH:23][C:18]([C:19]([O:21][CH3:22])=[O:20])=[CH:17][CH:16]=1)=O. (4) Given the product [C:10]([O:14][C:26]([C:23]1([C:21]([OH:22])=[O:20])[CH2:25][CH2:24]1)=[O:27])([CH3:13])([CH3:12])[CH3:11], predict the reactants needed to synthesize it. The reactants are: C(N=C=NC(C)C)(C)C.[C:10]([OH:14])([CH3:13])([CH3:12])[CH3:11].ClCCl.C([O:20][C:21]([C:23]1([C:26](O)=[O:27])[CH2:25][CH2:24]1)=[O:22])C. (5) Given the product [Br:8][C:9]1[CH:16]=[CH:15][CH:14]=[CH:13][C:10]=1[CH:11]1[C:22]([C:18]#[N:17])=[C:21]([CH:4]2[CH2:1][CH2:2]2)[NH:17][C:18]2=[N:19][NH:20][CH:21]=[C:22]12, predict the reactants needed to synthesize it. The reactants are: [CH:1]1([C:4](OC)=O)C[CH2:2]1.[Br:8][C:9]1[CH:16]=[CH:15][CH:14]=[CH:13][C:10]=1[CH:11]=O.[NH2:17][C:18]1[CH:22]=[CH:21][NH:20][N:19]=1. (6) Given the product [F:1][C:2]1[C:3]([C:21]2[CH:22]=[CH:23][C:18]([C:15]([OH:17])=[O:16])=[CH:19][CH:20]=2)=[CH:4][C:5]2[C:10]([CH:11]=1)=[CH:9][C:8]([O:12][CH3:13])=[CH:7][CH:6]=2, predict the reactants needed to synthesize it. The reactants are: [F:1][C:2]1[C:3](I)=[CH:4][C:5]2[C:10]([CH:11]=1)=[CH:9][C:8]([O:12][CH3:13])=[CH:7][CH:6]=2.[C:15]([C:18]1[CH:23]=[CH:22][C:21](B(O)O)=[CH:20][CH:19]=1)([OH:17])=[O:16]. (7) Given the product [CH3:24][CH:23]([CH3:25])[CH2:22][CH2:21]/[C:20](=[C:13]1/[C:12](=[O:32])[N:11]([CH2:10][C:6]2[CH:5]=[C:4]([CH:9]=[CH:8][CH:7]=2)[C:3]([OH:33])=[O:2])[C:19]2[C:14]/1=[CH:15][CH:16]=[CH:17][CH:18]=2)/[C:26]1[CH:27]=[CH:28][CH:29]=[CH:30][CH:31]=1, predict the reactants needed to synthesize it. The reactants are: C[O:2][C:3](=[O:33])[C:4]1[CH:9]=[CH:8][CH:7]=[C:6]([CH2:10][N:11]2[C:19]3[C:14](=[CH:15][CH:16]=[CH:17][CH:18]=3)/[C:13](=[C:20](/[C:26]3[CH:31]=[CH:30][CH:29]=[CH:28][CH:27]=3)\[CH2:21][CH2:22][CH:23]([CH3:25])[CH3:24])/[C:12]2=[O:32])[CH:5]=1.O.O[Li].O.